The task is: Predict the product of the given reaction.. This data is from Forward reaction prediction with 1.9M reactions from USPTO patents (1976-2016). (1) Given the reactants C(OC([N:8]1[CH2:13][CH2:12][CH:11]([N:14]2[CH:18]=[C:17]([C:19]3[CH:20]=[N:21][C:22]([NH2:35])=[C:23]([C:25]4[O:26][C:27]5[CH:34]=[CH:33][CH:32]=[CH:31][C:28]=5[C:29]=4[Cl:30])[CH:24]=3)[CH:16]=[N:15]2)[CH2:10][CH2:9]1)=O)(C)(C)C.C(Cl)[Cl:37].Cl.CCOCC, predict the reaction product. The product is: [ClH:30].[ClH:37].[Cl:30][C:29]1[C:28]2[CH:31]=[CH:32][CH:33]=[CH:34][C:27]=2[O:26][C:25]=1[C:23]1[C:22]([NH2:35])=[N:21][CH:20]=[C:19]([C:17]2[CH:16]=[N:15][N:14]([CH:11]3[CH2:10][CH2:9][NH:8][CH2:13][CH2:12]3)[CH:18]=2)[CH:24]=1. (2) The product is: [ClH:1].[Cl:19][C:20]1[CH:21]=[C:22]([NH:34][C:16](=[O:18])[C:15]#[C:14][C:11]2[CH:10]=[CH:9][C:8]([C:5]3[CH:4]=[CH:3][C:2]([Cl:1])=[CH:7][CH:6]=3)=[CH:13][CH:12]=2)[CH:23]=[CH:24][C:25]=1[O:26][CH2:27][CH2:28][N:29]([CH3:30])[CH3:32]. Given the reactants [Cl:1][C:2]1[CH:7]=[CH:6][C:5]([C:8]2[CH:13]=[CH:12][C:11]([C:14]#[C:15][C:16]([OH:18])=O)=[CH:10][CH:9]=2)=[CH:4][CH:3]=1.[Cl:19][C:20]1[CH:21]=[C:22]([NH2:34])[CH:23]=[CH:24][C:25]=1[O:26][CH2:27][CH2:28][N:29]([CH2:32]C)[CH2:30]C.Cl.ClCl, predict the reaction product. (3) Given the reactants C([O:8][C:9]1[CH:14]=[C:13]([C:15]2[CH:19]=[CH:18][N:17](COCC3C=CC=CC=3)[N:16]=2)[CH:12]=[CH:11][C:10]=1[N:29]1[S:33](=[O:35])(=[O:34])[NH:32][C:31](=[O:36])[CH2:30]1)C1C=CC=CC=1, predict the reaction product. The product is: [OH:8][C:9]1[CH:14]=[C:13]([C:15]2[CH:19]=[CH:18][NH:17][N:16]=2)[CH:12]=[CH:11][C:10]=1[N:29]1[S:33](=[O:35])(=[O:34])[NH:32][C:31](=[O:36])[CH2:30]1.